From a dataset of Reaction yield outcomes from USPTO patents with 853,638 reactions. Predict the reaction yield, written as a fraction of the theoretical maximum amount of product (1.0 means a 100% yield; for example, 0.34 means a 34% yield). (1) The reactants are [Cl:1][C:2]1[CH:18]=[CH:17][C:5]([CH2:6][O:7][C:8]2[C:9]([OH:16])=[C:10]([CH:13]=[CH:14][CH:15]=2)[CH:11]=[O:12])=[C:4]([F:19])[CH:3]=1.[F:20][CH2:21][CH2:22]O.C1(P(C2C=CC=CC=2)C2C=CC=CC=2)C=CC=CC=1.N(C(OC(C)C)=O)=NC(OC(C)C)=O. The catalyst is O1CCCC1.O.C(OCC)(=O)C. The product is [Cl:1][C:2]1[CH:18]=[CH:17][C:5]([CH2:6][O:7][C:8]2[C:9]([O:16][CH2:22][CH2:21][F:20])=[C:10]([CH:13]=[CH:14][CH:15]=2)[CH:11]=[O:12])=[C:4]([F:19])[CH:3]=1. The yield is 0.540. (2) The reactants are [C:1]([O:5][C:6](=[O:14])[N:7]([CH2:11][CH:12]=[CH2:13])[CH2:8][C:9]#[CH:10])([CH3:4])([CH3:3])[CH3:2].[CH2:15]([Li])[CH2:16][CH2:17]C.CN(C)P(N(C)C)(N(C)C)=O.ICCC. The catalyst is O1CCCC1. The product is [C:1]([O:5][C:6](=[O:14])[N:7]([CH2:11][CH:12]=[CH2:13])[CH2:8][C:9]#[C:10][CH2:15][CH2:16][CH3:17])([CH3:4])([CH3:3])[CH3:2]. The yield is 0.700. (3) The reactants are [CH2:1]([N:3]1[C:11]2[C:6](=[CH:7][CH:8]=[C:9]([O:12][CH3:13])[CH:10]=2)[C:5]([C:14]#[N:15])=[C:4]1[C:16]1[CH:21]=[CH:20][C:19]([O:22][CH2:23][CH2:24]O)=[CH:18][CH:17]=1)[CH3:2].C1C=CC(P(C2C=CC=CC=2)C2C=CC=CC=2)=CC=1.[Br:45]N1C(=O)CCC1=O. The catalyst is C(Cl)Cl. The product is [Br:45][CH2:24][CH2:23][O:22][C:19]1[CH:20]=[CH:21][C:16]([C:4]2[N:3]([CH2:1][CH3:2])[C:11]3[C:6]([C:5]=2[C:14]#[N:15])=[CH:7][CH:8]=[C:9]([O:12][CH3:13])[CH:10]=3)=[CH:17][CH:18]=1. The yield is 0.950. (4) The catalyst is O.[Pd].CC([O-])=O.CC([O-])=O.[Pd+2].C1(P(C2CCCCC2)C2C=CC=CC=2C2C(OC)=CC=C(S([O-])(=O)=O)C=2OC)CCCCC1.[Na+]. The yield is 0.960. The product is [CH3:20][C:11]1[CH:16]=[CH:15][CH:14]=[CH:13][C:12]=1[C:2]1[CH:10]=[CH:9][CH:8]=[C:4]([C:5]([OH:7])=[O:6])[CH:3]=1. The reactants are Cl[C:2]1[CH:3]=[C:4]([CH:8]=[CH:9][CH:10]=1)[C:5]([OH:7])=[O:6].[C:11]1([CH3:20])[CH:16]=[CH:15][CH:14]=[CH:13][C:12]=1B(O)O.C([O-])([O-])=O.[K+].[K+]. (5) The reactants are [ClH:1].[CH2:2]([O:9][C:10]([NH:12][CH2:13][CH2:14][CH2:15][C@@H:16]([NH:19]C(OC(C)(C)C)=O)[CH2:17][OH:18])=[O:11])[C:3]1[CH:8]=[CH:7][CH:6]=[CH:5][CH:4]=1.C(OCC)(=O)C. The catalyst is CO. The product is [ClH:1].[CH2:2]([O:9][C:10]([NH:12][CH2:13][CH2:14][CH2:15][C@@H:16]([NH2:19])[CH2:17][OH:18])=[O:11])[C:3]1[CH:4]=[CH:5][CH:6]=[CH:7][CH:8]=1. The yield is 0.970. (6) The reactants are [F:1][C:2]1[CH:7]=[CH:6][C:5]([C:8]2[CH:9]=[CH:10][C:11]([N:14]3[CH2:19][CH2:18][N:17](C=O)[CH2:16][CH2:15]3)=[N:12][CH:13]=2)=[CH:4][CH:3]=1.[ClH:22]. The catalyst is CO. The product is [ClH:22].[F:1][C:2]1[CH:3]=[CH:4][C:5]([C:8]2[CH:9]=[CH:10][C:11]([N:14]3[CH2:15][CH2:16][NH:17][CH2:18][CH2:19]3)=[N:12][CH:13]=2)=[CH:6][CH:7]=1. The yield is 1.00. (7) The reactants are [C:1](Cl)(=[O:4])[CH2:2][CH3:3].[CH2:6]([N:13]1[CH2:18][CH2:17][C:16]([CH2:26][O:27][CH3:28])([NH:19][C:20]2[CH:25]=[CH:24][CH:23]=[CH:22][CH:21]=2)[CH2:15][CH2:14]1)[C:7]1[CH:12]=[CH:11][CH:10]=[CH:9][CH:8]=1.C(N(CC)CC)C. The catalyst is ClCCl. The product is [CH2:6]([N:13]1[CH2:14][CH2:15][C:16]([N:19]([C:20]2[CH:21]=[CH:22][CH:23]=[CH:24][CH:25]=2)[C:1](=[O:4])[CH2:2][CH3:3])([CH2:26][O:27][CH3:28])[CH2:17][CH2:18]1)[C:7]1[CH:8]=[CH:9][CH:10]=[CH:11][CH:12]=1. The yield is 0.480. (8) The reactants are [CH3:1][N:2]1[CH:6]=[CH:5][C:4]([C:7](=O)[CH2:8][C:9](=O)[C:10]([O:12][CH3:13])=[O:11])=[CH:3]1.[NH:16]([C:18]1[CH:19]=[CH:20][C:21]([CH3:24])=[N:22][CH:23]=1)[NH2:17].C(O)(=O)C. The catalyst is CO. The product is [CH3:24][C:21]1[N:22]=[CH:23][C:18]([N:16]2[C:7]([C:4]3[CH:5]=[CH:6][N:2]([CH3:1])[CH:3]=3)=[CH:8][C:9]([C:10]([O:12][CH3:13])=[O:11])=[N:17]2)=[CH:19][CH:20]=1. The yield is 0.700. (9) The reactants are [N:1]1C=CC=CC=1.[Cl:7][C:8]1[CH:14]=[CH:13][C:12]([CH3:15])=[CH:11][C:9]=1N.[CH3:16][S:17](Cl)(=[O:19])=[O:18]. The catalyst is C(OCC)(=O)C.ClCCl. The product is [Cl:7][C:8]1[CH:14]=[CH:13][C:12]([CH3:15])=[C:11]([NH:1][S:17]([CH3:16])(=[O:19])=[O:18])[CH:9]=1. The yield is 0.980. (10) The reactants are [NH2:1][C:2]1[CH:3]=[C:4]([C:8]#[C:9][C:10]2[C:11]([N:25]3[CH2:30][CH2:29][O:28][CH2:27][CH2:26]3)=[CH:12][C:13]([CH3:24])=[C:14]([NH:16][C:17](=[O:23])[O:18][C:19]([CH3:22])([CH3:21])[CH3:20])[CH:15]=2)[CH:5]=[CH:6][CH:7]=1.[H][H]. The catalyst is CO.[Pd]. The product is [NH2:1][C:2]1[CH:3]=[C:4]([CH2:8][CH2:9][C:10]2[C:11]([N:25]3[CH2:26][CH2:27][O:28][CH2:29][CH2:30]3)=[CH:12][C:13]([CH3:24])=[C:14]([NH:16][C:17](=[O:23])[O:18][C:19]([CH3:20])([CH3:21])[CH3:22])[CH:15]=2)[CH:5]=[CH:6][CH:7]=1. The yield is 1.00.